Task: Predict the product of the given reaction.. Dataset: Forward reaction prediction with 1.9M reactions from USPTO patents (1976-2016) (1) The product is: [C:27]([C:29]1[CH:37]=[CH:36][C:32]([C:6]([N:8]2[CH2:12][C:11](=[N:13][O:14][CH2:15][C:16]3[CH:21]=[CH:20][C:19]([Cl:22])=[C:18]([Cl:23])[CH:17]=3)[CH2:10][C@H:9]2[C:24]([NH:49][CH2:48][C:38]2[C:47]3[C:42](=[CH:43][CH:44]=[CH:45][CH:46]=3)[CH:41]=[CH:40][CH:39]=2)=[O:26])=[O:7])=[CH:31][CH:30]=1)#[N:28]. Given the reactants C(O[C:6]([N:8]1[CH2:12][C:11](=[N:13][O:14][CH2:15][C:16]2[CH:21]=[CH:20][C:19]([Cl:22])=[C:18]([Cl:23])[CH:17]=2)[CH2:10][C@H:9]1[C:24]([OH:26])=O)=[O:7])(C)(C)C.[C:27]([C:29]1[CH:37]=[CH:36][C:32](C(Cl)=O)=[CH:31][CH:30]=1)#[N:28].[C:38]1([CH2:48][NH2:49])[C:47]2[C:42](=[CH:43][CH:44]=[CH:45][CH:46]=2)[CH:41]=[CH:40][CH:39]=1, predict the reaction product. (2) Given the reactants [CH3:1][O:2][C:3]1[CH:4]=[C:5]([C:13]2[N:17]=[CH:16][N:15](/[CH:18]=[CH:19]\[C:20]([O:22]C(=O)/C=C\N3C=NC(C4C=C(C(F)(F)F)C=C(OC)C=4)=N3)=O)[N:14]=2)[CH:6]=[C:7]([C:9]([F:12])([F:11])[F:10])[CH:8]=1.O.[NH2:45][NH2:46], predict the reaction product. The product is: [CH3:1][O:2][C:3]1[CH:4]=[C:5]([C:13]2[N:17]=[CH:16][N:15](/[CH:18]=[CH:19]\[C:20]([NH:45][NH2:46])=[O:22])[N:14]=2)[CH:6]=[C:7]([C:9]([F:12])([F:11])[F:10])[CH:8]=1.